From a dataset of Reaction yield outcomes from USPTO patents with 853,638 reactions. Predict the reaction yield, written as a fraction of the theoretical maximum amount of product (1.0 means a 100% yield; for example, 0.34 means a 34% yield). (1) The reactants are [CH2:1]([O:8][C:9]1[CH:14]=[CH:13][N:12]([C:15]2[CH:16]=[CH:17][C:18]3[C:19]4[CH2:27][N:26](C(OC(C)(C)C)=O)[CH2:25][CH2:24][C:20]=4[NH:21][C:22]=3[CH:23]=2)[C:11](=[O:35])[CH:10]=1)[C:2]1[CH:7]=[CH:6][CH:5]=[CH:4][CH:3]=1.[ClH:36]. No catalyst specified. The product is [ClH:36].[ClH:36].[CH2:1]([O:8][C:9]1[CH:14]=[CH:13][N:12]([C:15]2[CH:16]=[CH:17][C:18]3[C:19]4[CH2:27][NH:26][CH2:25][CH2:24][C:20]=4[NH:21][C:22]=3[CH:23]=2)[C:11](=[O:35])[CH:10]=1)[C:2]1[CH:3]=[CH:4][CH:5]=[CH:6][CH:7]=1. The yield is 0.260. (2) The reactants are [OH:1][C:2]1[CH:11]=[C:10]2[C:5]([C:6]([O:12][C:13]3[C:14]([C:23](=[O:25])[CH3:24])=[N:15][C:16]4[C:21]([CH:22]=3)=[CH:20][CH:19]=[CH:18][CH:17]=4)=[CH:7][CH:8]=[N:9]2)=[CH:4][C:3]=1[O:26][CH3:27].C(=O)([O-])[O-].[K+].[K+].Br[CH2:35][CH2:36][Cl:37].O. The catalyst is CN(C)C=O. The product is [Cl:37][CH2:36][CH2:35][O:1][C:2]1[CH:11]=[C:10]2[C:5]([C:6]([O:12][C:13]3[C:14]([C:23](=[O:25])[CH3:24])=[N:15][C:16]4[C:21]([CH:22]=3)=[CH:20][CH:19]=[CH:18][CH:17]=4)=[CH:7][CH:8]=[N:9]2)=[CH:4][C:3]=1[O:26][CH3:27]. The yield is 0.740. (3) The reactants are [NH2:1][C@@H:2]([CH2:6][S:7][CH2:8][C:9]1[CH:14]=[CH:13][C:12]([O:15][CH3:16])=[CH:11][CH:10]=1)[C:3]([OH:5])=[O:4].[C:17](=[O:20])([O-])[O-:18].[K+].[K+]. The catalyst is O1CCCC1.O. The product is [C:9]([O:18][C:17]([NH:1][C@@H:2]([CH2:6][S:7][CH2:8][C:9]1[CH:10]=[CH:11][C:12]([O:15][CH3:16])=[CH:13][CH:14]=1)[C:3]([OH:5])=[O:4])=[O:20])([CH3:14])([CH3:10])[CH3:8]. The yield is 0.990. (4) The reactants are Br[C:2]1[CH:3]=[CH:4][C:5]([C:8]#[N:9])=[N:6][CH:7]=1.[C:10]1([S:16]([O:18][Na])=[O:17])[CH:15]=[CH:14][CH:13]=[CH:12][CH:11]=1.O.O. The catalyst is CS(C)=O.[Cu]I. The product is [C:10]1([S:16]([C:2]2[CH:3]=[CH:4][C:5]([C:8]#[N:9])=[N:6][CH:7]=2)(=[O:18])=[O:17])[CH:15]=[CH:14][CH:13]=[CH:12][CH:11]=1. The yield is 0.620. (5) The reactants are [C:1]([C:3]1[C:4]([I:14])=[C:5]([C:9]([O:11][CH2:12][CH3:13])=[O:10])[S:6][C:7]=1I)#[N:2].C[Sn](C)(C)[C:17]1[CH:22]=[CH:21][N:20]=[C:19]([NH:23][C:24](=[O:26])[CH3:25])[CH:18]=1.[Cl-].[Li+]. The catalyst is O1CCOCC1.[Cu]I.C1C=CC([P]([Pd]([P](C2C=CC=CC=2)(C2C=CC=CC=2)C2C=CC=CC=2)([P](C2C=CC=CC=2)(C2C=CC=CC=2)C2C=CC=CC=2)[P](C2C=CC=CC=2)(C2C=CC=CC=2)C2C=CC=CC=2)(C2C=CC=CC=2)C2C=CC=CC=2)=CC=1. The product is [C:24]([NH:23][C:19]1[CH:18]=[C:17]([C:7]2[S:6][C:5]([C:9]([O:11][CH2:12][CH3:13])=[O:10])=[C:4]([I:14])[C:3]=2[C:1]#[N:2])[CH:22]=[CH:21][N:20]=1)(=[O:26])[CH3:25]. The yield is 0.650. (6) The product is [OH:1][NH:2][C:6](=[O:5])[CH2:7][CH2:8][CH2:9][CH2:10][CH2:11][CH2:12][N:13]([C:20]1[CH:25]=[CH:24][C:23]([CH3:26])=[CH:22][N:21]=1)[C:14]1[CH:19]=[CH:18][CH:17]=[CH:16][N:15]=1. The yield is 0.750. The reactants are [OH:1][NH2:2].C([O:5][C:6](=O)[CH2:7][CH2:8][CH2:9][CH2:10][CH2:11][CH2:12][N:13]([C:20]1[CH:25]=[CH:24][C:23]([CH3:26])=[CH:22][N:21]=1)[C:14]1[CH:19]=[CH:18][CH:17]=[CH:16][N:15]=1)C. The catalyst is CO.CN(C=O)C. (7) The reactants are Br[C:2]1[C:11]2[C:6](=[CH:7][CH:8]=[CH:9][CH:10]=2)[N:5]=[C:4]([NH:12][CH2:13][CH2:14][N:15]([CH2:18][CH3:19])[CH2:16][CH3:17])[CH:3]=1.[B:20]1(B2OC(C)(C)C(C)(C)O2)[O:24]C(C)(C)C(C)(C)[O:21]1.C([O-])(=O)C.[K+]. The catalyst is C1C=CC(P(C2C=CC=CC=2)[C-]2C=CC=C2)=CC=1.C1C=CC(P(C2C=CC=CC=2)[C-]2C=CC=C2)=CC=1.Cl[Pd]Cl.[Fe+2]. The product is [CH2:16]([N:15]([CH2:18][CH3:19])[CH2:14][CH2:13][NH:12][C:4]1[CH:3]=[C:2]([B:20]([OH:24])[OH:21])[C:11]2[C:6](=[CH:7][CH:8]=[CH:9][CH:10]=2)[N:5]=1)[CH3:17]. The yield is 0.380.